Dataset: Full USPTO retrosynthesis dataset with 1.9M reactions from patents (1976-2016). Task: Predict the reactants needed to synthesize the given product. (1) Given the product [C:8]([NH:16][C:17]1[CH:29]=[C:28]([CH2:30][CH2:31][CH2:32][C:33]2[CH:34]=[CH:35][CH:36]=[CH:37][CH:38]=2)[CH:27]=[CH:26][C:18]=1[C:19]([OH:21])=[O:20])(=[O:15])[C:9]1[CH:10]=[CH:11][CH:12]=[CH:13][CH:14]=1, predict the reactants needed to synthesize it. The reactants are: FC(F)(F)C(O)=O.[C:8]([NH:16][C:17]1[CH:29]=[C:28]([CH2:30][CH2:31][CH2:32][C:33]2[CH:38]=[CH:37][CH:36]=[CH:35][CH:34]=2)[CH:27]=[CH:26][C:18]=1[C:19]([O:21]C(C)(C)C)=[O:20])(=[O:15])[C:9]1[CH:14]=[CH:13][CH:12]=[CH:11][CH:10]=1. (2) Given the product [F:15][C:13]1[CH:14]=[C:9]([NH:8][C:5]2[C:4]([C:18]3[N:23]=[C:22]([CH3:24])[N:21]=[C:20]([NH2:25])[N:19]=3)=[CH:3][C:2]([CH:33]=[C:34]([CH3:45])[CH3:38])=[CH:7][N:6]=2)[CH:10]=[N:11][C:12]=1[O:16][CH3:17], predict the reactants needed to synthesize it. The reactants are: Cl[C:2]1[CH:3]=[C:4]([C:18]2[N:23]=[C:22]([CH3:24])[N:21]=[C:20]([NH2:25])[N:19]=2)[C:5]([NH:8][C:9]2[CH:10]=[N:11][C:12]([O:16][CH3:17])=[C:13]([F:15])[CH:14]=2)=[N:6][CH:7]=1.C(=O)([O-])[O-].[K+].[K+].O.[CH3:33][C:34]1([CH3:45])[C:38](C)(C)OB(C=C(C)C)O1. (3) Given the product [F:9][C:8]([F:11])([F:10])[CH2:7][CH2:6][CH2:5][S:4][CH2:1][CH2:2][CH2:15][Cl:16], predict the reactants needed to synthesize it. The reactants are: [C:1]([S:4][CH2:5][CH2:6][CH2:7][C:8]([F:11])([F:10])[F:9])(=O)[CH3:2].BrCC[CH2:15][Cl:16]. (4) Given the product [C:4]([O:3][C:1]([N:8]1[CH2:13][CH2:12][C:11]([O:14][CH3:18])([C:23]2[S:22][CH:26]=[CH:25][CH:24]=2)[CH2:10][CH2:9]1)=[O:2])([CH3:7])([CH3:6])[CH3:5], predict the reactants needed to synthesize it. The reactants are: [C:1]([N:8]1[CH2:13][CH2:12][C:11](=[O:14])[CH2:10][CH2:9]1)([O:3][C:4]([CH3:7])([CH3:6])[CH3:5])=[O:2].C(=O)=O.[CH3:18]C(C)=O.[S:22]1[CH:26]=[CH:25][CH:24]=[C:23]1[Li].CI.